This data is from Reaction yield outcomes from USPTO patents with 853,638 reactions. The task is: Predict the reaction yield, written as a fraction of the theoretical maximum amount of product (1.0 means a 100% yield; for example, 0.34 means a 34% yield). (1) The reactants are [C:1]1([CH3:11])[CH:6]=[CH:5][C:4]([S:7]([OH:10])(=[O:9])=[O:8])=[CH:3][CH:2]=1.C1([C@@H]([NH:20][C@H:21]2[CH2:30][CH2:29][C:24]3([O:28][CH2:27][CH2:26][O:25]3)[CH2:23][C@H:22]2[C:31]([O:33][CH2:34][CH3:35])=[O:32])C)C=CC=CC=1.[H][H]. The catalyst is [Pd].C(O)C. The product is [C:1]1([CH3:11])[CH:2]=[CH:3][C:4]([S:7]([OH:10])(=[O:8])=[O:9])=[CH:5][CH:6]=1.[NH2:20][C@H:21]1[CH2:30][CH2:29][C:24]2([O:28][CH2:27][CH2:26][O:25]2)[CH2:23][C@H:22]1[C:31]([O:33][CH2:34][CH3:35])=[O:32]. The yield is 0.830. (2) The reactants are CON(C)[C:4]([C:6]1[CH:21]=[CH:20][C:9]2[S:10][C:11]3[CH:19]=[CH:18][CH:17]=[CH:16][C:12]=3[C:13]([Cl:15])=[N:14][C:8]=2[CH:7]=1)=[O:5].[Cl-].[Mg+2].[Cl-]. The catalyst is C1COCC1.CCOCC. The product is [Cl:15][C:13]1[C:12]2[CH:16]=[CH:17][CH:18]=[CH:19][C:11]=2[S:10][C:9]2[CH:20]=[CH:21][C:6]([C:4](=[O:5])[CH2:4][CH2:6][CH2:7][CH3:8])=[CH:7][C:8]=2[N:14]=1. The yield is 0.810.